This data is from Peptide-MHC class I binding affinity with 185,985 pairs from IEDB/IMGT. The task is: Regression. Given a peptide amino acid sequence and an MHC pseudo amino acid sequence, predict their binding affinity value. This is MHC class I binding data. (1) The peptide sequence is GHMMVIFRL. The MHC is HLA-B07:02 with pseudo-sequence HLA-B07:02. The binding affinity (normalized) is 0.0847. (2) The peptide sequence is FHKRDMRLL. The MHC is HLA-B46:01 with pseudo-sequence HLA-B46:01. The binding affinity (normalized) is 0.0847. (3) The peptide sequence is FQKVNPEGLI. The MHC is H-2-Db with pseudo-sequence H-2-Db. The binding affinity (normalized) is 0.282. (4) The peptide sequence is LVGNTLTTC. The MHC is HLA-A03:01 with pseudo-sequence HLA-A03:01. The binding affinity (normalized) is 0.0847. (5) The MHC is H-2-Kb with pseudo-sequence H-2-Kb. The binding affinity (normalized) is 0. The peptide sequence is GPIGKLIA. (6) The peptide sequence is LEFNSSLAI. The MHC is HLA-B15:01 with pseudo-sequence HLA-B15:01. The binding affinity (normalized) is 0.0847. (7) The peptide sequence is TNIRQAGVQYSR. The MHC is HLA-B51:01 with pseudo-sequence HLA-B51:01. The binding affinity (normalized) is 0. (8) The peptide sequence is IPRNRDNLL. The MHC is HLA-A02:11 with pseudo-sequence HLA-A02:11. The binding affinity (normalized) is 0.0847. (9) The peptide sequence is EILSNTTKTL. The MHC is HLA-A02:03 with pseudo-sequence HLA-A02:03. The binding affinity (normalized) is 0.574.